This data is from Full USPTO retrosynthesis dataset with 1.9M reactions from patents (1976-2016). The task is: Predict the reactants needed to synthesize the given product. (1) Given the product [F:75][C:69]1[C:70]([F:74])=[CH:71][CH:72]=[CH:73][C:68]=1[CH2:67][S:66][C:60]1[N:59]=[C:58]([NH:16][S:13]([N:10]2[CH2:9][CH2:8][N:7]([C:2]3[N:3]=[CH:4][CH:5]=[CH:6][N:1]=3)[CH2:12][CH2:11]2)(=[O:15])=[O:14])[CH:63]=[C:62]([O:64][CH3:65])[N:61]=1, predict the reactants needed to synthesize it. The reactants are: [N:1]1[CH:6]=[CH:5][CH:4]=[N:3][C:2]=1[N:7]1[CH2:12][CH2:11][N:10]([S:13]([NH2:16])(=[O:15])=[O:14])[CH2:9][CH2:8]1.C1(P(C2CCCCC2)C2C=CC=CC=2C2C(C(C)C)=CC(C(C)C)=CC=2C(C)C)CCCCC1.C(=O)([O-])[O-].[Cs+].[Cs+].Cl[C:58]1[CH:63]=[C:62]([O:64][CH3:65])[N:61]=[C:60]([S:66][CH2:67][C:68]2[CH:73]=[CH:72][CH:71]=[C:70]([F:74])[C:69]=2[F:75])[N:59]=1. (2) Given the product [N+:13]([C:16]1[CH:21]=[C:20]([CH:19]=[CH:18][CH:17]=1)[CH2:2][C:3]1[CH:8]=[CH:7][CH:6]=[CH:5][C:4]=1[C:9]([F:12])([F:11])[F:10])([O-:15])=[O:14], predict the reactants needed to synthesize it. The reactants are: Br[CH2:2][C:3]1[CH:8]=[CH:7][CH:6]=[CH:5][C:4]=1[C:9]([F:12])([F:11])[F:10].[N+:13]([C:16]1[CH:17]=[C:18](B(O)O)[CH:19]=[CH:20][CH:21]=1)([O-:15])=[O:14].C(=O)([O-])[O-].[Na+].[Na+]. (3) Given the product [C:17]([O:16][C:14]([N:12]1[CH2:13][CH:9]([OH:8])[CH2:10][CH:11]1[CH2:21][O:22][C:23]1[CH:33]=[CH:32][C:26]([C:27]([O:29][CH2:30][CH3:31])=[O:28])=[CH:25][C:24]=1[O:34][CH3:35])=[O:15])([CH3:20])([CH3:18])[CH3:19], predict the reactants needed to synthesize it. The reactants are: C([O:8][CH:9]1[CH2:13][N:12]([C:14]([O:16][C:17]([CH3:20])([CH3:19])[CH3:18])=[O:15])[CH:11]([CH2:21][O:22][C:23]2[CH:33]=[CH:32][C:26]([C:27]([O:29][CH2:30][CH3:31])=[O:28])=[CH:25][C:24]=2[O:34][CH3:35])[CH2:10]1)C1C=CC=CC=1. (4) Given the product [CH2:1]([O:3][CH2:4][CH2:5][O:6][C:7]1[CH:12]=[C:11]([CH3:13])[C:10]([C:14]2[C:19]([O:20][CH3:21])=[CH:18][CH:17]=[C:16]([CH2:22][O:23][C:24]3[CH:29]=[CH:28][C:27]([CH2:30][CH2:31][C:32]([OH:34])=[O:33])=[C:26]([F:37])[CH:25]=3)[CH:15]=2)=[C:9]([CH3:38])[CH:8]=1)[CH3:2], predict the reactants needed to synthesize it. The reactants are: [CH2:1]([O:3][CH2:4][CH2:5][O:6][C:7]1[CH:12]=[C:11]([CH3:13])[C:10]([C:14]2[C:19]([O:20][CH3:21])=[CH:18][CH:17]=[C:16]([CH2:22][O:23][C:24]3[CH:29]=[CH:28][C:27]([CH2:30][CH2:31][C:32]([O:34]CC)=[O:33])=[C:26]([F:37])[CH:25]=3)[CH:15]=2)=[C:9]([CH3:38])[CH:8]=1)[CH3:2].CO.[OH-].[Na+].Cl. (5) Given the product [F:1][C:2]([F:14])([F:13])[O:3][C:4]1[CH:9]=[CH:8][C:7]([C:18]2[CH:26]=[C:25]3[C:21]([C:22]([NH:35][C:36](=[O:40])[CH2:37][CH2:38][CH3:39])=[N:23][N:24]3[CH2:27][O:28][CH2:29][CH2:30][Si:31]([CH3:34])([CH3:32])[CH3:33])=[CH:20][CH:19]=2)=[CH:6][CH:5]=1, predict the reactants needed to synthesize it. The reactants are: [F:1][C:2]([F:14])([F:13])[O:3][C:4]1[CH:9]=[CH:8][C:7](B(O)O)=[CH:6][CH:5]=1.[F-].[Cs+].Cl[C:18]1[CH:26]=[C:25]2[C:21]([C:22]([NH:35][C:36](=[O:40])[CH2:37][CH2:38][CH3:39])=[N:23][N:24]2[CH2:27][O:28][CH2:29][CH2:30][Si:31]([CH3:34])([CH3:33])[CH3:32])=[CH:20][CH:19]=1.